The task is: Predict the reactants needed to synthesize the given product.. This data is from Full USPTO retrosynthesis dataset with 1.9M reactions from patents (1976-2016). (1) Given the product [CH2:1]([O:3][C:4]([C:6]1[S:10][C:9]([C:21]2[N:26]=[CH:25][CH:24]=[CH:23][N:22]=2)=[N:8][C:7]=1[C:12]([F:15])([F:14])[F:13])=[O:5])[CH3:2], predict the reactants needed to synthesize it. The reactants are: [CH2:1]([O:3][C:4]([C:6]1[S:10][C:9](Br)=[N:8][C:7]=1[C:12]([F:15])([F:14])[F:13])=[O:5])[CH3:2].C([Sn](CCCC)(CCCC)[C:21]1[N:26]=[CH:25][CH:24]=[CH:23][N:22]=1)CCC.[F-].[K+].CCOC(C)=O. (2) Given the product [F:1][C:2]1[CH:7]=[CH:6][C:5]([CH:8]([OH:12])[CH:9]([NH:10][C:14](=[O:15])[O:16][C:17]([CH3:18])([CH3:19])[CH3:20])[CH2:21][C:22]2[CH:27]=[CH:26][C:25]([C:28]([F:31])([F:30])[F:29])=[CH:24][CH:23]=2)=[CH:4][CH:3]=1, predict the reactants needed to synthesize it. The reactants are: [F:1][C:2]1[CH:7]=[CH:6][C:5]([CH:8]2[O:12]C(=O)[N:10]([C:14]([O:16][C:17]([CH3:20])([CH3:19])[CH3:18])=[O:15])[CH:9]2[CH2:21][C:22]2[CH:27]=[CH:26][C:25]([C:28]([F:31])([F:30])[F:29])=[CH:24][CH:23]=2)=[CH:4][CH:3]=1.[OH-].[Na+]. (3) Given the product [F:33][C:30]1[CH:31]=[C:32]2[C:27]([CH2:26][CH2:25][N:24]2[CH:21]2[CH2:22][CH2:23][N:18]([C:15]3[N:16]=[N:17][C:12]([C:5]4[CH:4]=[N:3][C:2]([CH3:1])=[CH:7][CH:6]=4)=[CH:13][CH:14]=3)[CH2:19][CH2:20]2)=[CH:28][CH:29]=1, predict the reactants needed to synthesize it. The reactants are: [CH3:1][C:2]1[CH:7]=[CH:6][C:5](B(O)O)=[CH:4][N:3]=1.Cl[C:12]1[N:17]=[N:16][C:15]([N:18]2[CH2:23][CH2:22][CH:21]([N:24]3[C:32]4[C:27](=[CH:28][CH:29]=[C:30]([F:33])[CH:31]=4)[CH2:26][CH2:25]3)[CH2:20][CH2:19]2)=[CH:14][CH:13]=1. (4) Given the product [Cl:16][C:12]1[CH:11]=[C:10]([OH:13])[CH:9]=[C:8]2[C:7]=1[NH:6][C:4](=[O:5])[CH2:3][CH2:2]2, predict the reactants needed to synthesize it. The reactants are: Cl[CH2:2][CH2:3][C:4]([NH:6][C:7]1[CH:12]=[CH:11][C:10]([O:13]C)=[CH:9][C:8]=1F)=[O:5].[Cl-:16].[Al+3].[Cl-].[Cl-]. (5) The reactants are: [OH:1][C:2]1[CH:3]=[C:4]2[C:9](=[CH:10][CH:11]=1)[CH:8]=[C:7]([CH:12]=[O:13])[CH:6]=[CH:5]2.[H-].[Na+].Br[CH2:17][CH2:18][CH2:19][CH2:20][CH2:21][CH2:22][CH2:23][C:24]([OH:26])=[O:25].[Na].C1([O-])C2C(=CC=CC=2)C=CC=1. Given the product [CH:12]([C:7]1[CH:8]=[C:9]2[C:4](=[CH:5][CH:6]=1)[CH:3]=[C:2]([O:1][CH2:17][CH2:18][CH2:19][CH2:20][CH2:21][CH2:22][CH2:23][C:24]([OH:26])=[O:25])[CH:11]=[CH:10]2)=[O:13], predict the reactants needed to synthesize it. (6) Given the product [F:59][C:56]1[CH:57]=[CH:58][C:53]([C@@H:29]2[CH2:28][C@@H:27]([OH:26])[CH2:36][C@@H:35]3[N:30]2[C:31](=[O:52])/[C:32](=[CH:37]/[C:38]2[CH:43]=[CH:42][C:41]([N:44]4[CH:48]=[C:47]([CH3:49])[N:46]=[CH:45]4)=[C:40]([O:50][CH3:51])[CH:39]=2)/[CH2:33][CH2:34]3)=[CH:54][CH:55]=1, predict the reactants needed to synthesize it. The reactants are: CCCC[N+](CCCC)(CCCC)CCCC.[F-].[Si]([O:26][C@H:27]1[CH2:36][C@@H:35]2[N:30]([C:31](=[O:52])/[C:32](=[CH:37]/[C:38]3[CH:43]=[CH:42][C:41]([N:44]4[CH:48]=[C:47]([CH3:49])[N:46]=[CH:45]4)=[C:40]([O:50][CH3:51])[CH:39]=3)/[CH2:33][CH2:34]2)[C@H:29]([C:53]2[CH:58]=[CH:57][C:56]([F:59])=[CH:55][CH:54]=2)[CH2:28]1)(C(C)(C)C)(C)C.[Cl-].[NH4+].C(OCC)(=O)C. (7) Given the product [F:9][C:4]1[CH:5]=[CH:6][C:7]2[NH:8][C:10]([SH:11])=[N:1][C:2]=2[CH:3]=1, predict the reactants needed to synthesize it. The reactants are: [NH2:1][C:2]1[CH:3]=[C:4]([F:9])[CH:5]=[CH:6][C:7]=1[NH2:8].[C:10](=S)=[S:11]. (8) Given the product [ClH:1].[NH2:2][C:3]1[N:8]=[CH:7][C:6](/[CH:9]=[CH:10]/[C:11]([N:33]([CH3:34])[CH2:32][C:31]2[N:30]([CH3:29])[C:36]3[C:42]([CH:43]=2)=[CH:41][CH:38]=[CH:37][CH:35]=3)=[O:12])=[CH:5][C:4]=1[CH2:14][N:15]1[CH2:20][CH2:19][CH:18]([CH2:21][C:22]2[CH:23]=[CH:24][CH:50]=[CH:49][CH:27]=2)[CH2:17][CH2:16]1, predict the reactants needed to synthesize it. The reactants are: [ClH:1].[NH2:2][C:3]1[N:8]=[CH:7][C:6](/[CH:9]=[CH:10]/[C:11](O)=[O:12])=[CH:5][C:4]=1[CH2:14][N:15]1[CH2:20][CH2:19][CH:18]([CH2:21][C:22]2[CH:27]=CC=[CH:24][CH:23]=2)[CH2:17][CH2:16]1.Cl.[CH3:29][N:30]1[CH2:36][C:35]2[CH:37]=[C:38](/[CH:41]=[CH:42]/[C:43](O)=O)C=N[C:34]=2[NH:33][C:32](=O)[CH2:31]1.CN[CH2:49][C:50]1N(C)C2C(C=1)=CC=CC=2.CNCC1C=CC2C(=CC=CC=2)C=1CCC. (9) Given the product [CH3:1][O:2][C:3]1[CH:8]=[CH:7][CH:6]=[CH:5][C:4]=1[N:9]1[CH2:14][CH2:13][C:12]([C:15]2[CH:20]=[CH:19][CH:18]=[C:17]([O:21][CH3:22])[CH:16]=2)([CH2:23][N:37]2[CH2:29][CH2:28][CH2:27][CH2:26][CH2:25]2)[CH2:11][CH2:10]1, predict the reactants needed to synthesize it. The reactants are: [CH3:1][O:2][C:3]1[CH:8]=[CH:7][CH:6]=[CH:5][C:4]=1[N:9]1[CH2:14][CH2:13][C:12]([CH2:23]O)([C:15]2[CH:20]=[CH:19][CH:18]=[C:17]([O:21][CH3:22])[CH:16]=2)[CH2:11][CH2:10]1.[C:25]1(C)C=[CH:29][C:28](S(Cl)(=O)=O)=[CH:27][CH:26]=1.[Cl-].[NH4+:37].